This data is from Catalyst prediction with 721,799 reactions and 888 catalyst types from USPTO. The task is: Predict which catalyst facilitates the given reaction. (1) Reactant: [N+:1]([C:4]1[CH:11]=[CH:10][CH:9]=[C:8]([N+:12]([O-])=O)[C:5]=1[C:6]#[N:7])([O-:3])=[O:2].[CH3:15]N.O. Product: [CH3:15][NH:12][C:8]1[CH:9]=[CH:10][CH:11]=[C:4]([N+:1]([O-:3])=[O:2])[C:5]=1[C:6]#[N:7]. The catalyst class is: 9. (2) Reactant: [C:1]1([OH:7])[CH:6]=[CH:5][CH:4]=[CH:3][CH:2]=1.[H-].[Na+].CS(O[CH2:15][C:16]([NH:19][C:20]([O:22][C:23]([CH3:26])([CH3:25])[CH3:24])=[O:21])([CH3:18])[CH3:17])(=O)=O. Product: [CH3:18][C:16]([NH:19][C:20](=[O:21])[O:22][C:23]([CH3:26])([CH3:25])[CH3:24])([CH3:15])[CH2:17][O:7][C:1]1[CH:6]=[CH:5][CH:4]=[CH:3][CH:2]=1. The catalyst class is: 3. (3) Reactant: [CH2:1]([O:3][C:4]([N:6]1[CH2:28][CH2:27][C:10]2[C:11]3[C:12](Cl)([C:20]4[CH:25]=[CH:24][CH:23]=[CH:22][CH:21]=4)[C:13]([F:19])([F:18])[CH2:14][C:15]=3[CH:16]=[CH:17][C:9]=2[CH2:8][CH2:7]1)=[O:5])[CH3:2].[H][H]. Product: [CH2:1]([O:3][C:4]([N:6]1[CH2:28][CH2:27][C:10]2[C:11]3[CH:12]([C:20]4[CH:25]=[CH:24][CH:23]=[CH:22][CH:21]=4)[C:13]([F:19])([F:18])[CH2:14][C:15]=3[CH:16]=[CH:17][C:9]=2[CH2:8][CH2:7]1)=[O:5])[CH3:2]. The catalyst class is: 50. (4) Reactant: C([NH:4][C:5]1[C:14]([Br:15])=[CH:13][C:12]([C:16]([O:18]C)=[O:17])=[C:11]2[C:6]=1[CH2:7][CH2:8][CH2:9][O:10]2)(=O)C.[OH-].[Na+].Cl. Product: [NH2:4][C:5]1[C:14]([Br:15])=[CH:13][C:12]([C:16]([OH:18])=[O:17])=[C:11]2[C:6]=1[CH2:7][CH2:8][CH2:9][O:10]2. The catalyst class is: 6. (5) Reactant: C1(P(C2CCCCC2)C2(C(C)C)CC(C(C)C)=CC(C(C)C)=C2C2C=CC=CC=2)CCCCC1.Cl[C:36]1[C:45]2[C:40](=[CH:41][C:42]([F:47])=[CH:43][C:44]=2[F:46])[N:39]=[C:38]([N:48]2[CH2:53][CH2:52][CH2:51][CH2:50][CH2:49]2)[C:37]=1[CH3:54].[CH3:55][C:56]1([CH3:71])[C:64]2[C:59](=[CH:60][C:61]([N:65]3[CH2:70][CH2:69][O:68][CH2:67][CH2:66]3)=[CH:62][CH:63]=2)[NH:58][CH2:57]1.CC(C)([O-])C.[Na+]. Product: [CH3:55][C:56]1([CH3:71])[C:64]2[C:59](=[CH:60][C:61]([N:65]3[CH2:70][CH2:69][O:68][CH2:67][CH2:66]3)=[CH:62][CH:63]=2)[N:58]([C:36]2[C:45]3[C:40](=[CH:41][C:42]([F:47])=[CH:43][C:44]=3[F:46])[N:39]=[C:38]([N:48]3[CH2:53][CH2:52][CH2:51][CH2:50][CH2:49]3)[C:37]=2[CH3:54])[CH2:57]1. The catalyst class is: 882.